Dataset: Full USPTO retrosynthesis dataset with 1.9M reactions from patents (1976-2016). Task: Predict the reactants needed to synthesize the given product. (1) Given the product [C:1]([O:5][C:6]([N:8]1[CH2:12][C@H:11]([CH2:13][S:27][CH2:20][C:21]2[CH:26]=[CH:25][CH:24]=[CH:23][CH:22]=2)[C@@H:10]([OH:19])[CH2:9]1)=[O:7])([CH3:2])([CH3:3])[CH3:4], predict the reactants needed to synthesize it. The reactants are: [C:1]([O:5][C:6]([N:8]1[CH2:12][C@H:11]([CH2:13]OS(C)(=O)=O)[C@@H:10]([OH:19])[CH2:9]1)=[O:7])([CH3:4])([CH3:3])[CH3:2].[CH2:20]([SH:27])[C:21]1[CH:26]=[CH:25][CH:24]=[CH:23][CH:22]=1.[H-].[Na+]. (2) Given the product [Br:1][C:2]1[C:11]2[C:10]([CH3:13])([CH3:12])[CH2:9][CH:8]=[C:7]([CH:14]([CH2:16][CH3:17])[CH3:15])[C:6]=2[CH:5]=[C:4](/[C:18](/[CH2:23][CH3:24])=[C:19](/[F:22])\[CH:20]=[O:21])[C:3]=1[O:25][CH2:26][CH3:27], predict the reactants needed to synthesize it. The reactants are: [Br:1][C:2]1[C:11]2[C:10]([CH3:13])([CH3:12])[CH2:9][CH:8]=[C:7]([CH:14]([CH2:16][CH3:17])[CH3:15])[C:6]=2[CH:5]=[C:4](/[C:18](/[CH2:23][CH3:24])=[C:19](/[F:22])\[CH2:20][OH:21])[C:3]=1[O:25][CH2:26][CH3:27].C[N+]1([O-])CCOCC1.ClCCl. (3) Given the product [F:34][C:28]1[CH:29]=[C:30]([F:33])[CH:31]=[CH:32][C:27]=1[O:26][C:25]1[CH:24]=[CH:23][C:22]([NH:35][S:36]([CH3:39])(=[O:38])=[O:37])=[CH:21][C:20]=1[C:6]1[CH:7]=[C:2]([N:56]2[CH2:46][CH2:45][CH2:44][CH2:43]2)[C:3](=[O:18])[N:4]([CH3:17])[CH:5]=1, predict the reactants needed to synthesize it. The reactants are: F[C:2]1[C:3](=[O:18])[N:4]([CH3:17])[CH:5]=[C:6](B2OC(C)(C)C(C)(C)O2)[CH:7]=1.Br[C:20]1[CH:21]=[C:22]([NH:35][S:36]([CH3:39])(=[O:38])=[O:37])[CH:23]=[CH:24][C:25]=1[O:26][C:27]1[CH:32]=[CH:31][C:30]([F:33])=[CH:29][C:28]=1[F:34].BrC1C=[C:43]([NH:56]S(CC)(=O)=O)[CH:44]=[CH:45][C:46]=1OC1C=CC(F)=CC=1F. (4) Given the product [CH2:16]([C:13]1[CH:12]=[CH:11][C:10]([N:6]([CH2:5][C@H:2]2[CH2:3][O:4][C:24]([NH2:23])=[N:1]2)[CH:7]([CH3:8])[CH3:9])=[CH:15][CH:14]=1)[C:17]1[CH:22]=[CH:21][CH:20]=[CH:19][CH:18]=1, predict the reactants needed to synthesize it. The reactants are: [NH2:1][C@@H:2]([CH2:5][N:6]([C:10]1[CH:15]=[CH:14][C:13]([CH2:16][C:17]2[CH:22]=[CH:21][CH:20]=[CH:19][CH:18]=2)=[CH:12][CH:11]=1)[CH:7]([CH3:9])[CH3:8])[CH2:3][OH:4].[N:23]#[C:24]Br. (5) Given the product [F:39][C:36]1[CH:35]=[CH:34][C:33]([S:30]([C:26]2[N:25]=[C:24]([C:9]3[CH:21]=[CH:20][C:12]4[N:13]=[C:14]([NH:16][C:17](=[O:19])[CH3:18])[S:15][C:11]=4[CH:10]=3)[CH:29]=[CH:28][CH:27]=2)(=[O:32])=[O:31])=[CH:38][CH:37]=1, predict the reactants needed to synthesize it. The reactants are: CC1(C)C(C)(C)OB([C:9]2[CH:21]=[CH:20][C:12]3[N:13]=[C:14]([NH:16][C:17](=[O:19])[CH3:18])[S:15][C:11]=3[CH:10]=2)O1.Cl[C:24]1[CH:29]=[CH:28][CH:27]=[C:26]([S:30]([C:33]2[CH:38]=[CH:37][C:36]([F:39])=[CH:35][CH:34]=2)(=[O:32])=[O:31])[N:25]=1.C([O-])([O-])=O.[Na+].[Na+].O1CCOCC1. (6) Given the product [C:33]([C:8]1[CH:9]=[C:10]([S:13]([NH:16][C:17]2[S:18][CH:19]=[CH:20][N:21]=2)(=[O:14])=[O:15])[CH:11]=[CH:12][C:7]=1[O:6][C:5]1[CH:35]=[CH:36][C:2]([C:49]2[CH:48]=[CH:47][CH:46]=[C:45]([O:44][CH3:43])[CH:50]=2)=[CH:3][C:4]=1[C:37]1[N:38]([CH3:42])[N:39]=[CH:40][CH:41]=1)#[N:34], predict the reactants needed to synthesize it. The reactants are: Br[C:2]1[CH:36]=[CH:35][C:5]([O:6][C:7]2[CH:12]=[CH:11][C:10]([S:13]([N:16](CC3C=CC(OC)=CC=3OC)[C:17]3[S:18][CH:19]=[CH:20][N:21]=3)(=[O:15])=[O:14])=[CH:9][C:8]=2[C:33]#[N:34])=[C:4]([C:37]2[N:38]([CH3:42])[N:39]=[CH:40][CH:41]=2)[CH:3]=1.[CH3:43][O:44][C:45]1[CH:46]=[C:47](B(O)O)[CH:48]=[CH:49][CH:50]=1.C(=O)([O-])[O-].[K+].[K+].FC(F)(F)C(O)=O. (7) The reactants are: [Cl:1][C:2]1[CH:7]=[CH:6][C:5]([C:8]2([C:12]([OH:14])=O)[CH2:11][CH2:10][CH2:9]2)=[CH:4][CH:3]=1.[NH2:15][CH2:16][CH2:17][CH2:18][N:19]1[CH2:24][CH2:23][CH:22]([C:25]2[CH:26]=[C:27]([NH:31][C:32](=[O:36])[CH2:33][CH2:34][CH3:35])[CH:28]=[CH:29][CH:30]=2)[CH2:21][CH2:20]1. Given the product [C:32]([NH:31][C:27]1[CH:26]=[C:25]([CH:22]2[CH2:23][CH2:24][N:19]([CH2:18][CH2:17][CH2:16][NH:15][C:12]([C:8]3([C:5]4[CH:4]=[CH:3][C:2]([Cl:1])=[CH:7][CH:6]=4)[CH2:9][CH2:10][CH2:11]3)=[O:14])[CH2:20][CH2:21]2)[CH:30]=[CH:29][CH:28]=1)(=[O:36])[CH2:33][CH2:34][CH3:35], predict the reactants needed to synthesize it. (8) Given the product [Cl:12][C:13]1[CH:18]=[CH:17][CH:16]=[C:15]([C:19](=[O:21])[CH2:20][C:3]([C:2]([F:1])([F:8])[F:9])=[O:5])[N:14]=1, predict the reactants needed to synthesize it. The reactants are: [F:1][C:2]([F:9])([F:8])[C:3]([O:5]CC)=O.[H-].[Na+].[Cl:12][C:13]1[CH:18]=[CH:17][CH:16]=[C:15]([C:19](=[O:21])[CH3:20])[N:14]=1.C1OCCOC2C(=CC=CC=2)OCCOCCOC2C(=CC=CC=2)OC1.Cl. (9) Given the product [NH2:1][C:2]1[N:7]=[C:6]([NH:25][CH2:18][C:19]2[CH:24]=[CH:23][CH:22]=[CH:21][CH:20]=2)[C:5]([C:11]#[N:12])=[C:4]([N:13]2[CH:17]=[CH:16][CH:15]=[N:14]2)[N:3]=1, predict the reactants needed to synthesize it. The reactants are: [NH2:1][C:2]1[N:7]=[C:6](S(C)=O)[C:5]([C:11]#[N:12])=[C:4]([N:13]2[CH:17]=[CH:16][CH:15]=[N:14]2)[N:3]=1.[CH2:18]([NH2:25])[C:19]1[CH:24]=[CH:23][CH:22]=[CH:21][CH:20]=1. (10) Given the product [CH:1]1([C:9]([OH:16])([C:10]#[C:11][Si:12]([CH3:13])([CH3:15])[CH3:14])[CH2:8][O:7][CH3:6])[CH2:3][CH2:2]1, predict the reactants needed to synthesize it. The reactants are: [CH:1]1([Mg]Br)[CH2:3][CH2:2]1.[CH3:6][O:7][CH2:8][C:9](=[O:16])[C:10]#[C:11][Si:12]([CH3:15])([CH3:14])[CH3:13].C(OCC)(=O)C.